From a dataset of Peptide-MHC class I binding affinity with 185,985 pairs from IEDB/IMGT. Regression. Given a peptide amino acid sequence and an MHC pseudo amino acid sequence, predict their binding affinity value. This is MHC class I binding data. (1) The peptide sequence is RLAKLTEAI. The MHC is HLA-A03:01 with pseudo-sequence HLA-A03:01. The binding affinity (normalized) is 0.0847. (2) The MHC is HLA-A30:02 with pseudo-sequence HLA-A30:02. The peptide sequence is GGKKKYKL. The binding affinity (normalized) is 0. (3) The peptide sequence is YQLAVTIMAI. The MHC is HLA-A02:03 with pseudo-sequence HLA-A02:03. The binding affinity (normalized) is 0.776.